This data is from Full USPTO retrosynthesis dataset with 1.9M reactions from patents (1976-2016). The task is: Predict the reactants needed to synthesize the given product. (1) The reactants are: [CH2:1]1[O:5][C@@H:4]2[C@H:6]([OH:9])[CH2:7][O:8][C@@H:3]2[C@@H:2]1[OH:10].C(N(CC)CC)C.Cl[C:19]([O:21][C:22]1[CH:27]=[CH:26][C:25]([N+:28]([O-:30])=[O:29])=[CH:24][CH:23]=1)=[O:20]. Given the product [C:19](=[O:20])([O:21][C:22]1[CH:23]=[CH:24][C:25]([N+:28]([O-:30])=[O:29])=[CH:26][CH:27]=1)[O:10][C@@H:2]1[CH2:1][O:5][C@@H:4]2[C@H:6]([OH:9])[CH2:7][O:8][C@H:3]12, predict the reactants needed to synthesize it. (2) Given the product [C:25]([Si:22]([CH3:24])([CH3:23])[O:21][CH:19]([CH3:20])[CH2:18][N:15]1[C:16]2[C:12](=[CH:11][CH:10]=[C:9]([OH:8])[CH:17]=2)[CH:13]=[N:14]1)([CH3:27])([CH3:28])[CH3:26], predict the reactants needed to synthesize it. The reactants are: C([O:8][C:9]1[CH:17]=[C:16]2[C:12]([CH:13]=[N:14][N:15]2[CH2:18][CH:19]([O:21][Si:22]([C:25]([CH3:28])([CH3:27])[CH3:26])([CH3:24])[CH3:23])[CH3:20])=[CH:11][CH:10]=1)C1C=CC=CC=1.ClCCl.